This data is from Reaction yield outcomes from USPTO patents with 853,638 reactions. The task is: Predict the reaction yield, written as a fraction of the theoretical maximum amount of product (1.0 means a 100% yield; for example, 0.34 means a 34% yield). (1) The reactants are C[O:2][C:3]1[CH:4]=[C:5]([C:9]2[CH:14]=[CH:13][CH:12]=[CH:11][CH:10]=2)[CH:6]=[CH:7][CH:8]=1.[Cl-].[Al+3].[Cl-].[Cl-].[C:19](Cl)(=[O:21])[CH3:20].Cl. The catalyst is ClCCl. The product is [OH:2][C:3]1[CH:4]=[C:5]([C:9]2[CH:14]=[CH:13][CH:12]=[CH:11][CH:10]=2)[CH:6]=[CH:7][C:8]=1[C:19](=[O:21])[CH3:20]. The yield is 0.500. (2) The catalyst is ClCCl.[O-2].[Mn+4].[O-2]. The yield is 0.810. The reactants are [OH:1][CH2:2][C:3]1[N:19]=[CH:18][C:6]2[O:7][CH2:8][CH2:9][N:10]([C:11]([O:13][C:14]([CH3:17])([CH3:16])[CH3:15])=[O:12])[C:5]=2[CH:4]=1. The product is [CH:2]([C:3]1[N:19]=[CH:18][C:6]2[O:7][CH2:8][CH2:9][N:10]([C:11]([O:13][C:14]([CH3:15])([CH3:16])[CH3:17])=[O:12])[C:5]=2[CH:4]=1)=[O:1]. (3) The reactants are Cl[CH2:2][CH2:3][CH2:4][C:5](Cl)=[O:6].Cl.[NH2:9][CH:10]([C:23]1[CH:28]=[CH:27][C:26]([F:29])=[CH:25][CH:24]=1)[CH:11]([C:13]1[CH:14]=[CH:15][CH:16]=[C:17]2[C:22]=1[N:21]=[CH:20][CH:19]=[CH:18]2)[OH:12].C(N(CC)CC)C.[OH-].[Na+].[I-].[K+].P([O-])(O)(O)=O.[Na+]. The catalyst is CN(C=O)C. The product is [F:29][C:26]1[CH:25]=[CH:24][C:23]([CH:10]([N:9]2[CH2:2][CH2:3][CH2:4][C:5]2=[O:6])[CH:11]([OH:12])[C:13]2[CH:14]=[CH:15][CH:16]=[C:17]3[C:22]=2[N:21]=[CH:20][CH:19]=[CH:18]3)=[CH:28][CH:27]=1. The yield is 0.0800. (4) The reactants are [NH2:1][C:2]1[CH:3]=[CH:4][C:5]2[N:6]([C:8]([C:29]3[CH:34]=[CH:33][CH:32]=[CH:31][CH:30]=3)=[C:9]([C:11]3[CH:16]=[CH:15][C:14]([C:17]4([NH:21][C:22](=[O:28])[O:23][C:24]([CH3:27])([CH3:26])[CH3:25])[CH2:20][CH2:19][CH2:18]4)=[CH:13][CH:12]=3)[N:10]=2)[N:7]=1.N1C=CC=CC=1.[C:41](OC(=O)C)(=[O:43])[CH3:42]. The catalyst is C(Cl)Cl. The product is [C:41]([NH:1][C:2]1[CH:3]=[CH:4][C:5]2[N:6]([C:8]([C:29]3[CH:30]=[CH:31][CH:32]=[CH:33][CH:34]=3)=[C:9]([C:11]3[CH:12]=[CH:13][C:14]([C:17]4([NH:21][C:22](=[O:28])[O:23][C:24]([CH3:27])([CH3:26])[CH3:25])[CH2:20][CH2:19][CH2:18]4)=[CH:15][CH:16]=3)[N:10]=2)[N:7]=1)(=[O:43])[CH3:42]. The yield is 1.00. (5) The yield is 0.900. The product is [CH3:1][N:2]([CH3:19])[CH:3]1[CH2:8][CH2:7][C:6]([C:9]2[C:17]3[C:12](=[CH:13][CH:14]=[C:15]([NH:18][C:23]([C:25]4[S:26][CH:27]=[CH:28][CH:29]=4)=[NH:24])[CH:16]=3)[NH:11][CH:10]=2)=[CH:5][CH2:4]1. The reactants are [CH3:1][N:2]([CH3:19])[CH:3]1[CH2:8][CH2:7][C:6]([C:9]2[C:17]3[C:12](=[CH:13][CH:14]=[C:15]([NH2:18])[CH:16]=3)[NH:11][CH:10]=2)=[CH:5][CH2:4]1.I.CS[C:23]([C:25]1[S:26][CH:27]=[CH:28][CH:29]=1)=[NH:24]. The catalyst is C(O)C. (6) The reactants are Br[C:2]1[C:3]2[C:4]3[CH:17]=[CH:16][S:15][C:5]=3[C:6](=[O:14])[NH:7][C:8]=2[CH:9]=[CH:10][C:11]=1[O:12][CH3:13].CC1(C)C(C)(C)OB([C:26]2[CH:31]=[CH:30][C:29]([C@@H:32]([CH3:42])[CH2:33][NH:34][C:35](=[O:41])[O:36][C:37]([CH3:40])([CH3:39])[CH3:38])=[CH:28][CH:27]=2)O1. No catalyst specified. The product is [CH3:13][O:12][C:11]1[CH:10]=[CH:9][C:8]2[NH:7][C:6](=[O:14])[C:5]3[S:15][CH:16]=[CH:17][C:4]=3[C:3]=2[C:2]=1[C:26]1[CH:27]=[CH:28][C:29]([C@@H:32]([CH3:42])[CH2:33][NH:34][C:35](=[O:41])[O:36][C:37]([CH3:39])([CH3:38])[CH3:40])=[CH:30][CH:31]=1. The yield is 0.480.